This data is from Full USPTO retrosynthesis dataset with 1.9M reactions from patents (1976-2016). The task is: Predict the reactants needed to synthesize the given product. Given the product [CH3:3][C:2]([C:4]1[CH:9]=[CH:8][C:7]([S:16]([Cl:15])(=[O:18])=[O:17])=[CH:6][CH:5]=1)([C:10]1[O:14][CH:13]=[N:12][CH:11]=1)[CH3:1], predict the reactants needed to synthesize it. The reactants are: [CH3:1][C:2]([C:10]1[O:14][CH:13]=[N:12][CH:11]=1)([C:4]1[CH:9]=[CH:8][CH:7]=[CH:6][CH:5]=1)[CH3:3].[Cl:15][S:16](O)(=[O:18])=[O:17].